Dataset: Retrosynthesis with 50K atom-mapped reactions and 10 reaction types from USPTO. Task: Predict the reactants needed to synthesize the given product. Given the product FC(F)(F)c1ccccc1-c1ccc(-c2nc(-c3cccc4c3CCN4)no2)cc1, predict the reactants needed to synthesize it. The reactants are: FC(F)(F)c1ccccc1-c1ccc(-c2nc(-c3cccc4[nH]ccc34)no2)cc1.